From a dataset of Full USPTO retrosynthesis dataset with 1.9M reactions from patents (1976-2016). Predict the reactants needed to synthesize the given product. (1) Given the product [CH3:1][C:2]1[N:3]=[C:4]([C:8]2[C:9]([CH:15]=[O:18])=[N:10][C:11]([CH3:14])=[CH:12][CH:13]=2)[O:5][C:6]=1[CH3:7], predict the reactants needed to synthesize it. The reactants are: [CH3:1][C:2]1[N:3]=[C:4]([C:8]2[C:9]([CH:15]=C)=[N:10][C:11]([CH3:14])=[CH:12][CH:13]=2)[O:5][C:6]=1[CH3:7].I([O-])(=O)(=O)=[O:18].[Na+]. (2) Given the product [ClH:32].[CH3:25][N:2]([CH3:1])[CH2:3][CH2:4][CH2:5][C:6]([C:15]1[CH:22]=[CH:21][C:18]([C:19]#[N:20])=[CH:17][C:16]=1[CH2:23][O:24][C:33]1[CH:38]=[CH:37][C:36]([Cl:39])=[CH:35][C:34]=1[N+:40]([O-:42])=[O:41])([C:8]1[CH:9]=[CH:10][C:11]([F:14])=[CH:12][CH:13]=1)[OH:7], predict the reactants needed to synthesize it. The reactants are: [CH3:1][N:2]([CH3:25])[CH2:3][CH2:4][CH2:5][C@@:6]([C:15]1[CH:22]=[CH:21][C:18]([C:19]#[N:20])=[CH:17][C:16]=1[CH2:23][OH:24])([C:8]1[CH:13]=[CH:12][C:11]([F:14])=[CH:10][CH:9]=1)[OH:7].CC(C)([O-])C.[K+].[Cl:32][C:33]1[CH:38]=[CH:37][C:36]([Cl:39])=[CH:35][C:34]=1[N+:40]([O-:42])=[O:41]. (3) The reactants are: [NH2:1][CH:2]1[C:8](=[O:9])[N:7]([CH3:10])[C:6]2[CH:11]=[CH:12][CH:13]=[CH:14][C:5]=2[N:4]([CH3:15])[C:3]1=[O:16].[C:17]([NH:24][C@H:25]([C:29](O)=[O:30])[CH2:26][CH2:27][CH3:28])([O:19][C:20]([CH3:23])([CH3:22])[CH3:21])=[O:18]. Given the product [C:20]([O:19][C:17]([NH:24][C@H:25]([C:29]([C:2]1([NH2:1])[C:8](=[O:9])[N:7]([CH3:10])[C:6]2[CH:11]=[CH:12][CH:13]=[CH:14][C:5]=2[N:4]([CH3:15])[C:3]1=[O:16])=[O:30])[CH2:26][CH2:27][CH3:28])=[O:18])([CH3:22])([CH3:23])[CH3:21], predict the reactants needed to synthesize it. (4) Given the product [C:23]([C:22]1[C:21]([N+:18]([O-:20])=[O:19])=[CH:28][CH:27]=[CH:26][C:25]=1[O:1][CH2:2][C:3]([CH3:17])([CH3:16])[C:4]([NH:6][CH2:7][C:8]1[CH:9]=[CH:10][C:11]([O:14][CH3:15])=[CH:12][CH:13]=1)=[O:5])#[N:24], predict the reactants needed to synthesize it. The reactants are: [OH:1][CH2:2][C:3]([CH3:17])([CH3:16])[C:4]([NH:6][CH2:7][C:8]1[CH:13]=[CH:12][C:11]([O:14][CH3:15])=[CH:10][CH:9]=1)=[O:5].[N+:18]([C:21]1[CH:28]=[CH:27][CH:26]=[C:25]([N+]([O-])=O)[C:22]=1[C:23]#[N:24])([O-:20])=[O:19]. (5) Given the product [Cl:10][C:11]1[CH:12]=[CH:13][C:14]([NH:19][C:18]([C:20]2[C:29]3[C:24](=[CH:25][CH:26]=[CH:27][CH:28]=3)[CH:23]=[CH:22][CH:21]=2)=[O:17])=[C:15]([C:16]([NH:38][CH:32]2[CH2:37][CH2:36][CH2:35][CH2:34][CH2:33]2)=[O:30])[CH:31]=1, predict the reactants needed to synthesize it. The reactants are: C(N(C(C)C)CC)(C)C.[Cl:10][C:11]1[CH:12]=[CH:13][C:14]2[N:19]=[C:18]([C:20]3[C:29]4[C:24](=[CH:25][CH:26]=[CH:27][CH:28]=4)[CH:23]=[CH:22][CH:21]=3)[O:17][C:16](=[O:30])[C:15]=2[CH:31]=1.[CH:32]1([NH2:38])[CH2:37][CH2:36][CH2:35][CH2:34][CH2:33]1. (6) Given the product [ClH:17].[Br:1][C:2]1[CH:6]=[C:5]([C@@H:7]([NH2:10])[CH2:8][CH3:9])[O:4][N:3]=1, predict the reactants needed to synthesize it. The reactants are: [Br:1][C:2]1[CH:6]=[C:5]([C@@H:7]([NH:10]S(C(C)(C)C)=O)[CH2:8][CH3:9])[O:4][N:3]=1.[ClH:17].O1CCOCC1. (7) Given the product [NH2:17][C:15]1[CH:14]=[C:13]([NH:20][C:21]2[N:26]=[C:25]([O:27][CH:28]3[CH2:29][CH2:30][N:31]([C:34]([O:36][C:37]([CH3:40])([CH3:39])[CH3:38])=[O:35])[CH2:32][CH2:33]3)[CH:24]=[CH:23][N:22]=2)[CH:12]=[C:11]([C:8]2[S:7][C:6]([C:2]3([OH:1])[CH2:5][CH2:4][CH2:3]3)=[N:10][CH:9]=2)[CH:16]=1, predict the reactants needed to synthesize it. The reactants are: [OH:1][C:2]1([C:6]2[S:7][C:8]([C:11]3[CH:12]=[C:13]([NH:20][C:21]4[N:26]=[C:25]([O:27][CH:28]5[CH2:33][CH2:32][N:31]([C:34]([O:36][C:37]([CH3:40])([CH3:39])[CH3:38])=[O:35])[CH2:30][CH2:29]5)[CH:24]=[CH:23][N:22]=4)[CH:14]=[C:15]([N+:17]([O-])=O)[CH:16]=3)=[CH:9][N:10]=2)[CH2:5][CH2:4][CH2:3]1.